Dataset: Full USPTO retrosynthesis dataset with 1.9M reactions from patents (1976-2016). Task: Predict the reactants needed to synthesize the given product. Given the product [O:1]1[C:6]2[CH:7]=[CH:8][CH:9]=[CH:10][C:5]=2[O:4][CH2:3][C@@H:2]1[CH2:11][N:13]1[CH2:18][CH2:17][CH2:16][C@H:15]([C:19]2[CH:20]=[CH:21][C:22]([C:25]([F:27])([F:26])[F:28])=[CH:23][CH:24]=2)[CH2:14]1, predict the reactants needed to synthesize it. The reactants are: [O:1]1[C:6]2[CH:7]=[CH:8][CH:9]=[CH:10][C:5]=2[O:4][CH2:3][C@@H:2]1[C:11]([N:13]1[CH2:18][CH2:17][CH2:16][C@H:15]([C:19]2[CH:24]=[CH:23][C:22]([C:25]([F:28])([F:27])[F:26])=[CH:21][CH:20]=2)[CH2:14]1)=O.